Dataset: Forward reaction prediction with 1.9M reactions from USPTO patents (1976-2016). Task: Predict the product of the given reaction. (1) The product is: [CH3:16][CH:13]([C:12]1[NH:1][C:2]2[C:3]([CH:11]=1)=[CH:4][C:5]([O:9][CH3:10])=[C:6]([Cl:8])[CH:7]=2)[CH2:14][CH3:15]. Given the reactants [NH2:1][C:2]1[CH:7]=[C:6]([Cl:8])[C:5]([O:9][CH3:10])=[CH:4][C:3]=1[CH2:11][CH:12](O)[CH:13]([CH3:16])[CH2:14][CH3:15].C(=O)([O-])[O-].[K+].[K+].BrC1C(C)=CC(C)=CC=1C.CN(C)C=O, predict the reaction product. (2) Given the reactants [NH2:1][C:2]1[N:3]=[C:4]([CH3:21])[C:5]2[C:11](=O)[NH:10][C@@H:9]([C:13]3[CH:18]=[CH:17][C:16]([F:19])=[CH:15][C:14]=3[Br:20])[CH2:8][C:6]=2[N:7]=1.[NH:22]1[C:26]2[CH:27]=[CH:28][CH:29]=[CH:30][C:25]=2[N:24]=[N:23]1.P(Cl)(Cl)(Cl)=O.CO/N=C1/C2C(C)=NC(N)=NC=2C[C@@H](C2C=CC(F)=CC=2C2C(F)=NC=CC=2)C/1, predict the reaction product. The product is: [N:22]1([C:11]2[C:5]3[C:4]([CH3:21])=[N:3][C:2]([NH2:1])=[N:7][C:6]=3[CH2:8][C@H:9]([C:13]3[CH:18]=[CH:17][C:16]([F:19])=[CH:15][C:14]=3[Br:20])[N:10]=2)[C:26]2[CH:27]=[CH:28][CH:29]=[CH:30][C:25]=2[N:24]=[N:23]1. (3) Given the reactants Br[C:2]1[C:11]2[C:6](=[CH:7][C:8]([O:14][CH3:15])=[C:9]([O:12][CH3:13])[CH:10]=2)[N:5]=[N:4][CH:3]=1.Br[Zn][C:18]1[S:19][CH:20]=[CH:21][N:22]=1, predict the reaction product. The product is: [CH3:13][O:12][C:9]1[CH:10]=[C:11]2[C:6](=[CH:7][C:8]=1[O:14][CH3:15])[N:5]=[N:4][CH:3]=[C:2]2[C:18]1[S:19][CH:20]=[CH:21][N:22]=1. (4) Given the reactants [OH-].[K+].[Cl:3][C:4]1[CH:5]=[C:6]2[C:11](=[CH:12][CH:13]=1)[N:10]([C@H:14]([CH2:20][CH:21]([CH3:23])[CH3:22])[C:15]([O:17]CC)=[O:16])[CH2:9][CH2:8][CH2:7]2.ClC1C=C2C(=CC=1)N([C@@H](C(C)C)C(O)=O)CCC2, predict the reaction product. The product is: [Cl:3][C:4]1[CH:5]=[C:6]2[C:11](=[CH:12][CH:13]=1)[N:10]([C@H:14]([CH2:20][CH:21]([CH3:23])[CH3:22])[C:15]([OH:17])=[O:16])[CH2:9][CH2:8][CH2:7]2. (5) Given the reactants C([O:5][C:6](=[O:37])[CH2:7][C:8]([O:10][C@H:11]([C:22]1[CH:27]=[CH:26][C:25]([O:28][CH:29]([F:31])[F:30])=[C:24]([O:32][CH2:33][CH:34]2[CH2:36][CH2:35]2)[CH:23]=1)[CH2:12][C:13]1[C:18]([Cl:19])=[CH:17][N+:16]([O-:20])=[CH:15][C:14]=1[Cl:21])=[O:9])(C)(C)C.C(O)(C(F)(F)F)=O, predict the reaction product. The product is: [C:6]([CH2:7][C:8]([O:10][C@H:11]([C:22]1[CH:27]=[CH:26][C:25]([O:28][CH:29]([F:31])[F:30])=[C:24]([O:32][CH2:33][CH:34]2[CH2:35][CH2:36]2)[CH:23]=1)[CH2:12][C:13]1[C:18]([Cl:19])=[CH:17][N+:16]([O-:20])=[CH:15][C:14]=1[Cl:21])=[O:9])([OH:37])=[O:5]. (6) Given the reactants [F:1][C:2]([F:7])([F:6])[C:3]([OH:5])=[O:4].[NH2:8][C@H:9]([C:17]([NH:19][C@H:20]([C:25]([NH:27][CH2:28][C:29]([N:31]1[CH2:58][CH2:57][CH2:56][C@@H:32]1[C:33]([NH:35][CH2:36][CH2:37][CH2:38][NH:39][C:40]1[C:53]2[C:52](=[O:54])[C:51]3[C:46](=[CH:47][CH:48]=[CH:49][CH:50]=3)[C:45](=[O:55])[C:44]=2[CH:43]=[CH:42][CH:41]=1)=[O:34])=[O:30])=[O:26])[CH2:21][CH:22]([CH3:24])[CH3:23])=[O:18])[CH2:10][C:11]1[CH:16]=[CH:15][CH:14]=[CH:13][CH:12]=1.FC(F)(F)C(O)=O.[NH2:66][C@H:67]([C:72]([NH:66][CH2:67][C:72]([N:66]1CCC[C@@H:67]1[C:72](NCCCNC1C2C(=O)C3C(=CC=CC=3)C(=O)C=2C=CC=1)=[O:73])=[O:73])=[O:73])CC(C)C, predict the reaction product. The product is: [F:1][C:2]([F:7])([F:6])[C:3]([OH:5])=[O:4].[NH2:66][CH2:67][C:72]([NH:8][C@H:9]([C:17]([NH:19][C@H:20]([C:25]([NH:27][CH2:28][C:29]([N:31]1[CH2:58][CH2:57][CH2:56][C@@H:32]1[C:33]([NH:35][CH2:36][CH2:37][CH2:38][NH:39][C:40]1[C:53]2[C:52](=[O:54])[C:51]3[C:46](=[CH:47][CH:48]=[CH:49][CH:50]=3)[C:45](=[O:55])[C:44]=2[CH:43]=[CH:42][CH:41]=1)=[O:34])=[O:30])=[O:26])[CH2:21][CH:22]([CH3:23])[CH3:24])=[O:18])[CH2:10][C:11]1[CH:12]=[CH:13][CH:14]=[CH:15][CH:16]=1)=[O:73]. (7) Given the reactants [CH2:1]([O:3][C:4]([C:6]1[CH:7](Br)[C:8]2[C:13]([C:14]=1[C:15]1[CH:20]=[CH:19][CH:18]=[CH:17][CH:16]=1)=[CH:12][CH:11]=[C:10]([O:21][CH3:22])[CH:9]=2)=[O:5])[CH3:2].[CH:24]1([NH2:30])[CH2:29][CH2:28][CH2:27][CH2:26][CH2:25]1, predict the reaction product. The product is: [CH2:1]([O:3][C:4]([C:6]1[CH:7]([NH:30][CH:24]2[CH2:29][CH2:28][CH2:27][CH2:26][CH2:25]2)[C:8]2[C:13]([C:14]=1[C:15]1[CH:20]=[CH:19][CH:18]=[CH:17][CH:16]=1)=[CH:12][CH:11]=[C:10]([O:21][CH3:22])[CH:9]=2)=[O:5])[CH3:2].